From a dataset of Full USPTO retrosynthesis dataset with 1.9M reactions from patents (1976-2016). Predict the reactants needed to synthesize the given product. (1) The reactants are: [Cl:1][C:2]1[C:3]([O:12][C:13]2[CH:18]=[C:17]([O:19][CH:20]([CH3:22])[CH3:21])[CH:16]=[CH:15][C:14]=2[CH2:23][CH2:24][CH2:25][OH:26])=[N:4][CH:5]=[C:6]([C:8]([F:11])([F:10])[F:9])[CH:7]=1.[CH2:27]([N:34]1[CH:38]=[C:37]([CH2:39][C:40]([O:42]C)=[O:41])[C:36](O)=[N:35]1)[C:28]1[CH:33]=[CH:32][CH:31]=[CH:30][CH:29]=1.C(P(CCCC)CCCC)CCC.N(C(N1CCCCC1)=O)=NC(N1CCCCC1)=O.O1CCCC1CO.[OH-].[Na+].Cl. Given the product [Cl:1][C:2]1[C:3]([O:12][C:13]2[CH:18]=[C:17]([O:19][CH:20]([CH3:21])[CH3:22])[CH:16]=[CH:15][C:14]=2[CH2:23][CH2:24][CH2:25][O:26][C:36]2[C:37]([CH2:39][C:40]([OH:42])=[O:41])=[CH:38][N:34]([CH2:27][C:28]3[CH:33]=[CH:32][CH:31]=[CH:30][CH:29]=3)[N:35]=2)=[N:4][CH:5]=[C:6]([C:8]([F:11])([F:10])[F:9])[CH:7]=1, predict the reactants needed to synthesize it. (2) Given the product [CH2:1]([N:8]1[CH2:31][CH:30]([CH2:32][OH:34])[O:29][C:10]2([CH2:15][CH2:14][N:13]([C:16]([C:18]3[CH:23]=[CH:22][C:21]([O:24][CH:25]([CH3:26])[CH3:27])=[C:20]([CH3:28])[CH:19]=3)=[O:17])[CH2:12][CH2:11]2)[CH2:9]1)[C:2]1[CH:7]=[CH:6][CH:5]=[CH:4][CH:3]=1, predict the reactants needed to synthesize it. The reactants are: [CH2:1]([N:8]1[CH2:31][CH:30]([CH:32]=C)[O:29][C:10]2([CH2:15][CH2:14][N:13]([C:16]([C:18]3[CH:23]=[CH:22][C:21]([O:24][CH:25]([CH3:27])[CH3:26])=[C:20]([CH3:28])[CH:19]=3)=[O:17])[CH2:12][CH2:11]2)[CH2:9]1)[C:2]1[CH:7]=[CH:6][CH:5]=[CH:4][CH:3]=1.[O:34]=[O+][O-].[BH4-].[Na+]. (3) Given the product [Cl:10][C:5]1[CH:4]=[CH:3][C:2]([NH:1][C:11](=[O:14])[O:12][C:6]([CH3:8])([CH3:7])[CH3:5])=[CH:7][C:6]=1[CH2:8][OH:9], predict the reactants needed to synthesize it. The reactants are: [NH2:1][C:2]1[CH:3]=[CH:4][C:5]([Cl:10])=[C:6]([CH2:8][OH:9])[CH:7]=1.[C:11](=[O:14])([O-])[O-:12].[Na+].[Na+]. (4) The reactants are: [Br:1][C:2]1[CH:7]=[C:6]([F:8])[CH:5]=[C:4]([Br:9])[C:3]=1[O:10][CH3:11].[N+:12]([O-])([OH:14])=[O:13]. Given the product [Br:1][C:2]1[CH:7]=[C:6]([F:8])[C:5]([N+:12]([O-:14])=[O:13])=[C:4]([Br:9])[C:3]=1[O:10][CH3:11], predict the reactants needed to synthesize it.